Dataset: Forward reaction prediction with 1.9M reactions from USPTO patents (1976-2016). Task: Predict the product of the given reaction. (1) Given the reactants C(OC1C=CC(N2CCNCC2)=CC=1F)C1C=CC=CC=1.C(Br)CCCCCCC.[F:31][C:32]1[CH:37]=[C:36]([O:38][CH3:39])[C:35]([F:40])=[CH:34][C:33]=1[N:41]1[CH2:46][CH2:45][NH:44][CH2:43][CH2:42]1.CS(O[CH2:52][CH2:53][CH2:54][CH:55]1[CH2:60][CH2:59][CH2:58][CH2:57][CH2:56]1)(=O)=O, predict the reaction product. The product is: [CH:55]1([CH2:54][CH2:53][CH2:52][N:44]2[CH2:45][CH2:46][N:41]([C:33]3[CH:34]=[C:35]([F:40])[C:36]([O:38][CH3:39])=[CH:37][C:32]=3[F:31])[CH2:42][CH2:43]2)[CH2:60][CH2:59][CH2:58][CH2:57][CH2:56]1. (2) Given the reactants C1(P(C2C=CC=CC=2)C2C=CC3C(=CC=CC=3)C=2C2C3C(=CC=CC=3)C=CC=2P(C2C=CC=CC=2)C2C=CC=CC=2)C=CC=CC=1.[NH2:47][C:48]1[CH:53]=[C:52]([CH3:54])[CH:51]=[CH:50][N:49]=1.[CH2:55]([O:57][C:58]([CH:60]1[CH2:65][CH2:64][N:63]([C:66]2[S:67][C:68]([C:71]3[CH:76]=[CH:75][CH:74]=[C:73](Br)[N:72]=3)=[CH:69][N:70]=2)[CH2:62][CH2:61]1)=[O:59])[CH3:56].C(=O)([O-])[O-].[Cs+].[Cs+], predict the reaction product. The product is: [CH3:54][C:52]1[CH:51]=[CH:50][N:49]=[C:48]([NH:47][C:73]2[N:72]=[C:71]([C:68]3[S:67][C:66]([N:63]4[CH2:62][CH2:61][CH:60]([C:58]([O:57][CH2:55][CH3:56])=[O:59])[CH2:65][CH2:64]4)=[N:70][CH:69]=3)[CH:76]=[CH:75][CH:74]=2)[CH:53]=1. (3) Given the reactants Br[C:2]1[CH:3]=[C:4]([NH:8][CH:9]([C:13]2[CH:18]=[CH:17][CH:16]=[CH:15][CH:14]=2)[C:10]([NH2:12])=[O:11])[CH:5]=[N:6][CH:7]=1.[B:19]1(B2OC(C)(C)C(C)(C)O2)[O:23]C(C)(C)C(C)(C)[O:20]1.C(O[K])(C)=O.C([O-])([O-])=O.[Na+].[Na+], predict the reaction product. The product is: [NH2:12][C:10](=[O:11])[CH:9]([NH:8][C:4]1[CH:3]=[C:2]([B:19]([OH:23])[OH:20])[CH:7]=[N:6][CH:5]=1)[C:13]1[CH:18]=[CH:17][CH:16]=[CH:15][CH:14]=1. (4) Given the reactants [CH3:1][NH:2][S:3]([C:6]1[CH:7]=[CH:8][C:9]2[S:13][C:12]3[CH:14]=[CH:15][C:16]([S:18](Cl)(=[O:20])=[O:19])=[CH:17][C:11]=3[C:10]=2[CH:22]=1)(=[O:5])=[O:4].[NH2:23][C:24]1[CH:29]=[CH:28][CH:27]=[CH:26][C:25]=1[S:30]([NH2:33])(=[O:32])=[O:31], predict the reaction product. The product is: [CH3:1][NH:2][S:3]([C:6]1[CH:7]=[CH:8][C:9]2[S:13][C:12]3[CH:14]=[CH:15][C:16]([S:18]([NH:23][C:24]4[CH:29]=[CH:28][CH:27]=[CH:26][C:25]=4[S:30](=[O:32])(=[O:31])[NH2:33])(=[O:20])=[O:19])=[CH:17][C:11]=3[C:10]=2[CH:22]=1)(=[O:5])=[O:4]. (5) Given the reactants [NH2:1][C:2]1[N:10]=[C:9]([O:11][CH2:12][CH2:13][CH2:14][CH3:15])[N:8]=[C:7]2[C:3]=1[NH:4][C:5](=[O:25])[N:6]2[CH2:16][CH2:17][N:18]1[CH2:23][CH2:22][CH:21]([NH2:24])[CH2:20][CH2:19]1.[CH:26]([C:28]1[CH:29]=[C:30]([CH2:34][C:35]([O:37][CH3:38])=[O:36])[CH:31]=[CH:32][CH:33]=1)=O.C(O[BH-](OC(=O)C)OC(=O)C)(=O)C.[Na+], predict the reaction product. The product is: [NH2:1][C:2]1[N:10]=[C:9]([O:11][CH2:12][CH2:13][CH2:14][CH3:15])[N:8]=[C:7]2[C:3]=1[NH:4][C:5](=[O:25])[N:6]2[CH2:16][CH2:17][N:18]1[CH2:19][CH2:20][CH:21]([NH:24][CH2:26][C:28]2[CH:29]=[C:30]([CH2:34][C:35]([O:37][CH3:38])=[O:36])[CH:31]=[CH:32][CH:33]=2)[CH2:22][CH2:23]1. (6) The product is: [CH:36]1[C:37]2[CH:38]([CH2:40][O:41][C:42]([NH:44][NH:45][C:46]([C:48]3[S:49][C:50]([CH:53]([NH:55][C:57]([O:59][CH2:60][C:61]4[CH:66]=[CH:65][CH:64]=[CH:63][CH:62]=4)=[O:58])[CH3:54])=[CH:51][CH:52]=3)=[O:47])=[O:43])[C:39]3[C:31](=[CH:30][CH:29]=[CH:28][CH:27]=3)[C:32]=2[CH:33]=[CH:34][CH:35]=1. Given the reactants FC(F)(F)C(O)=O.FC(F)(F)C(O)=O.NC(C1SC(C(NN)=O)=CC=1)C.[CH:27]1[C:39]2[CH:38]([CH2:40][O:41][C:42]([NH:44][NH:45][C:46]([C:48]3[S:49][C:50]([CH:53]([NH2:55])[CH3:54])=[CH:51][CH:52]=3)=[O:47])=[O:43])[C:37]3[C:32](=[CH:33][CH:34]=[CH:35][CH:36]=3)[C:31]=2[CH:30]=[CH:29][CH:28]=1.Cl[C:57]([O:59][CH2:60][C:61]1[CH:66]=[CH:65][CH:64]=[CH:63][CH:62]=1)=[O:58], predict the reaction product. (7) Given the reactants [Cl:1][C:2]1[N:10]=[CH:9][N:8]=[C:7]2[C:3]=1[N:4]=[CH:5][N:6]2[CH:11]1[CH2:16][CH2:15][CH2:14][CH2:13][O:12]1.[Li+].[CH3:18]C([N-]C(C)C)C.IC, predict the reaction product. The product is: [Cl:1][C:2]1[N:10]=[CH:9][N:8]=[C:7]2[C:3]=1[N:4]=[C:5]([CH3:18])[N:6]2[CH:11]1[CH2:16][CH2:15][CH2:14][CH2:13][O:12]1.